This data is from Reaction yield outcomes from USPTO patents with 853,638 reactions. The task is: Predict the reaction yield, written as a fraction of the theoretical maximum amount of product (1.0 means a 100% yield; for example, 0.34 means a 34% yield). (1) The reactants are [F:1][C:2]([F:7])([F:6])[C:3]([OH:5])=[O:4].C([NH:12][C:13]1[CH:22]=[CH:21][C:20]2[C:15](=[CH:16][C:17]([C:23]([N:25]3[CH2:30][CH2:29][C:28]4([CH2:38][C:37](=[O:39])[C:36]5[N:35]([CH:40]([CH3:42])[CH3:41])[N:34]=[CH:33][C:32]=5[CH2:31]4)[CH2:27][CH2:26]3)=[O:24])=[CH:18][CH:19]=2)[N:14]=1)(C)(C)C. No catalyst specified. The product is [F:1][C:2]([F:7])([F:6])[C:3]([OH:5])=[O:4].[NH2:12][C:13]1[CH:22]=[CH:21][C:20]2[C:15](=[CH:16][C:17]([C:23]([N:25]3[CH2:26][CH2:27][C:28]4([CH2:38][C:37](=[O:39])[C:36]5[N:35]([CH:40]([CH3:42])[CH3:41])[N:34]=[CH:33][C:32]=5[CH2:31]4)[CH2:29][CH2:30]3)=[O:24])=[CH:18][CH:19]=2)[N:14]=1. The yield is 0.930. (2) The reactants are C(O[C:4]([C@H:6]1[C@@H:11]([N:12]([C:21](=[O:35])[CH2:22][C:23]2[NH:28][C:27]3[CH:29]=[CH:30][CH:31]=[CH:32][C:26]=3[S:25](=[O:34])(=[O:33])[N:24]=2)[CH2:13][C:14]2[CH:19]=[CH:18][C:17]([F:20])=[CH:16][CH:15]=2)[C@H:10]2[CH2:36][C@@H:7]1[CH2:8][CH2:9]2)=[O:5])C.[O-]CC.[Na+].Cl. The catalyst is C(O)C. The product is [O:34]=[S:25]1(=[O:33])[C:26]2[CH:32]=[CH:31][CH:30]=[CH:29][C:27]=2[N:28]=[C:23]([C:22]2[C:21](=[O:35])[N:12]([CH2:13][C:14]3[CH:19]=[CH:18][C:17]([F:20])=[CH:16][CH:15]=3)[C@@H:11]3[C@H:6]([C:4]=2[OH:5])[C@@H:7]2[CH2:36][C@H:10]3[CH2:9][CH2:8]2)[NH:24]1. The yield is 0.621. (3) The product is [CH3:1][C:2]1[CH:3]=[C:4]([C:8]2[N:9]=[C:10]([NH:20][C:21](=[O:23])[CH3:22])[S:11][C:12]=2[C:13]2[CH:18]=[CH:17][N:16]=[C:15]([CH3:19])[CH:14]=2)[CH:5]=[CH:6][CH:7]=1. The reactants are [CH3:1][C:2]1[CH:3]=[C:4]([C:8]2[N:9]=[C:10]([NH2:20])[S:11][C:12]=2[C:13]2[CH:18]=[CH:17][N:16]=[C:15]([CH3:19])[CH:14]=2)[CH:5]=[CH:6][CH:7]=1.[C:21](Cl)(=[O:23])[CH3:22].C(=O)([O-])O.[Na+]. The yield is 0.670. The catalyst is CN(C)C1C=CN=CC=1.CN(C)C(=O)C. (4) The reactants are [NH2:1][C:2]([C:4]1[C:5]([F:19])=[C:6]([CH:15]=[CH:16][C:17]=1[F:18])[O:7][CH2:8][CH:9]=[CH:10][C:11]([O:13]C)=[O:12])=[O:3].[OH-].[Na+].Cl. The catalyst is C(O)(C)C.O. The product is [NH2:1][C:2]([C:4]1[C:5]([F:19])=[C:6]([CH:15]=[CH:16][C:17]=1[F:18])[O:7][CH2:8][CH:9]=[CH:10][C:11]([OH:13])=[O:12])=[O:3]. The yield is 0.480.